From a dataset of CYP2C9 inhibition data for predicting drug metabolism from PubChem BioAssay. Regression/Classification. Given a drug SMILES string, predict its absorption, distribution, metabolism, or excretion properties. Task type varies by dataset: regression for continuous measurements (e.g., permeability, clearance, half-life) or binary classification for categorical outcomes (e.g., BBB penetration, CYP inhibition). Dataset: cyp2c9_veith. (1) The compound is Cc1nnc2cc(-c3ccc(C(F)(F)F)cc3)cnn12. The result is 0 (non-inhibitor). (2) The drug is CCOc1cc(/C=N/n2cnnc2)ccc1OC(=O)c1cccc([N+](=O)[O-])c1. The result is 1 (inhibitor). (3) The drug is O=C(C[C@@H](C(=O)O)N1CCOCC1)c1ccccc1. The result is 0 (non-inhibitor). (4) The molecule is CCOC(=O)C1=C(C)NC(C)=C(C(=O)OC)[C@@H]1c1cccc(Cl)c1Cl. The result is 1 (inhibitor). (5) The compound is C[C@@H](N)/C(N)=N/O. The result is 0 (non-inhibitor). (6) The drug is CC(=O)Nc1ccc(NC(=O)c2ccccc2CC[N+](=O)[O-])cc1. The result is 0 (non-inhibitor). (7) The molecule is CC[C@H](C)C(=O)O[C@@H]1[C@H](O)[C@@H]2[C@H](CN3C[C@@H](C)CC[C@@H]3[C@@]2(C)O)[C@@H]2C[C@@]34O[C@@]5(O)[C@@H](OC(=O)[C@](C)(O)CC)CC[C@@]3(C)[C@H]5[C@H](OC(C)=O)[C@@H](OC(C)=O)[C@H]4[C@@]21O. The result is 0 (non-inhibitor).